This data is from Reaction yield outcomes from USPTO patents with 853,638 reactions. The task is: Predict the reaction yield, written as a fraction of the theoretical maximum amount of product (1.0 means a 100% yield; for example, 0.34 means a 34% yield). (1) The reactants are Br[C:2]1[CH:7]=[CH:6][C:5]([C:8]2[N:12]=[CH:11][N:10]([C:13]3[CH:18]=[CH:17][C:16]([O:19][C:20]([F:23])([F:22])[F:21])=[CH:15][CH:14]=3)[N:9]=2)=[CH:4][CH:3]=1.[C:24]([O:28][C:29]([NH:31][CH2:32][CH2:33][B-](F)(F)F)=[O:30])([CH3:27])([CH3:26])[CH3:25].[K+].C(=O)([O-])[O-].[Cs+].[Cs+].C1(P(C2CCCCC2)C2C=CC=CC=2C2C(OC(C)C)=CC=CC=2OC(C)C)CCCCC1. The catalyst is C1(C)C=CC=CC=1.O.C(OCC)C.C([O-])(=O)C.[Pd+2].C([O-])(=O)C. The product is [F:21][C:20]([F:23])([F:22])[O:19][C:16]1[CH:17]=[CH:18][C:13]([N:10]2[CH:11]=[N:12][C:8]([C:5]3[CH:6]=[CH:7][C:2]([CH2:33][CH2:32][NH:31][C:29](=[O:30])[O:28][C:24]([CH3:27])([CH3:26])[CH3:25])=[CH:3][CH:4]=3)=[N:9]2)=[CH:14][CH:15]=1. The yield is 0.630. (2) The reactants are [CH3:1][O:2][C:3]1[CH:4]=[C:5]2[C:10](=[CH:11][C:12]=1[O:13][CH3:14])[N:9]=[CH:8][N:7]=[C:6]2[O:15][C:16]1[CH:17]=[C:18]2[C:23](=[CH:24][CH:25]=1)[C:22]([C:26](O)=[O:27])=[CH:21][CH:20]=[CH:19]2.[NH2:29][CH2:30][C:31]1[CH:46]=[CH:45][C:34]([C:35]([NH:37][C:38]2[CH:43]=[CH:42][CH:41]=[CH:40][C:39]=2[NH2:44])=[O:36])=[CH:33][CH:32]=1. No catalyst specified. The product is [NH2:44][C:39]1[CH:40]=[CH:41][CH:42]=[CH:43][C:38]=1[NH:37][C:35]([C:34]1[CH:33]=[CH:32][C:31]([CH2:30][NH:29][C:26]([C:22]2[C:23]3[C:18](=[CH:17][C:16]([O:15][C:6]4[C:5]5[C:10](=[CH:11][C:12]([O:13][CH3:14])=[C:3]([O:2][CH3:1])[CH:4]=5)[N:9]=[CH:8][N:7]=4)=[CH:25][CH:24]=3)[CH:19]=[CH:20][CH:21]=2)=[O:27])=[CH:46][CH:45]=1)=[O:36]. The yield is 0.720. (3) The product is [CH2:1]([O:3][C:4]([C:6]1[N:7]([C:17]2[CH:22]=[CH:21][C:20]([O:23][CH:24]([CH3:26])[CH3:25])=[CH:19][CH:18]=2)[C:8]2[C:13]([C:14]=1[Cl:15])=[CH:12][C:11]([I:28])=[CH:10][CH:9]=2)=[O:5])[CH3:2]. The catalyst is CCOC(C)=O.[Cu]I. The yield is 0.970. The reactants are [CH2:1]([O:3][C:4]([C:6]1[N:7]([C:17]2[CH:22]=[CH:21][C:20]([O:23][CH:24]([CH3:26])[CH3:25])=[CH:19][CH:18]=2)[C:8]2[C:13]([C:14]=1[Cl:15])=[CH:12][C:11](Br)=[CH:10][CH:9]=2)=[O:5])[CH3:2].[Na+].[I-:28].CNCCNC.O1CCOCC1. (4) The product is [CH3:29][O:28][C:26]1[CH:25]=[C:22]([CH:21]=[C:20]([O:19][CH3:18])[CH:27]=1)[CH2:23][NH:1][C@@H:2]([CH3:17])[C@@H:3]([C:5]1[CH:6]=[CH:7][C:8]([OH:16])=[C:9]([NH:11][S:12]([CH3:15])(=[O:14])=[O:13])[CH:10]=1)[OH:4]. The yield is 0.570. The reactants are [NH2:1][C@@H:2]([CH3:17])[C@@H:3]([C:5]1[CH:6]=[CH:7][C:8]([OH:16])=[C:9]([NH:11][S:12]([CH3:15])(=[O:14])=[O:13])[CH:10]=1)[OH:4].[CH3:18][O:19][C:20]1[CH:21]=[C:22]([CH:25]=[C:26]([O:28][CH3:29])[CH:27]=1)[CH:23]=O.O. The catalyst is CO.